Dataset: Full USPTO retrosynthesis dataset with 1.9M reactions from patents (1976-2016). Task: Predict the reactants needed to synthesize the given product. (1) Given the product [CH2:12]([O:15][C:16]1[CH:24]=[C:23]2[C:22](=[CH:18][CH:17]=1)[NH:21][CH:20]=[C:2]2[CH:1]=[O:5])[CH:13]=[CH2:14], predict the reactants needed to synthesize it. The reactants are: [C:1](Cl)(=[O:5])[C:2](Cl)=O.CN(C=O)C.[CH2:12]([O:15][C:16]1[CH:17]=[C:18]2[C:22](=[CH:23][CH:24]=1)[NH:21][CH:20]=C2)[CH:13]=[CH2:14]. (2) Given the product [Cl:1][C:2]1[CH:11]=[C:10]([F:12])[C:9]([CH2:13][NH:14][C:15](=[O:20])[C:16]([CH3:18])([CH3:17])[CH3:19])=[CH:8][C:3]=1[C:4]([OH:6])=[O:5], predict the reactants needed to synthesize it. The reactants are: [Cl:1][C:2]1[CH:11]=[C:10]([F:12])[C:9]([CH2:13][NH:14][C:15](=[O:20])[C:16]([CH3:19])([CH3:18])[CH3:17])=[CH:8][C:3]=1[C:4]([O:6]C)=[O:5].[OH-].[Na+]. (3) Given the product [CH:29]1([NH:28][C:27]([NH:26][CH:20]2[CH2:21][CH2:22][CH2:23][CH2:24][CH2:25]2)=[O:5])[CH2:34][CH2:33][CH2:32][CH2:31][CH2:30]1, predict the reactants needed to synthesize it. The reactants are: C([O:5]C(NOCC(O)=O)=O)(C)(C)C.C(OCC)(=O)C.[CH:20]1([N:26]=[C:27]=[N:28][CH:29]2[CH2:34][CH2:33][CH2:32][CH2:31][CH2:30]2)[CH2:25][CH2:24][CH2:23][CH2:22][CH2:21]1.ON1C(=O)CCC1=O. (4) Given the product [Cl:1][C:2]1[CH:7]=[CH:6][CH:5]=[C:4]([CH2:8][N:9]2[CH2:14][CH2:13][NH:12][CH2:11][CH2:10]2)[C:3]=1[N:22]1[CH2:27][CH2:26][O:25][CH2:24][CH2:23]1, predict the reactants needed to synthesize it. The reactants are: [Cl:1][C:2]1[C:3]([N:22]2[CH2:27][CH2:26][O:25][CH2:24][CH2:23]2)=[C:4]([CH2:8][N:9]2[CH2:14][CH2:13][N:12](C(OC(C)(C)C)=O)[CH2:11][CH2:10]2)[CH:5]=[CH:6][CH:7]=1.FC(F)(F)C(O)=O. (5) Given the product [O:1]=[CH:2][C@@H:3]([C@H:5]([C@@H:7]([C@@H:9]([CH2:11][OH:12])[OH:10])[OH:8])[OH:6])[OH:4], predict the reactants needed to synthesize it. The reactants are: [O:1]=[CH:2][C@H:3]([C@H:5]([C@@H:7]([C@@H:9]([CH2:11][OH:12])[OH:10])[OH:8])[OH:6])[OH:4].O=C[C@@H]([C@@H]([C@@H]([C@@H](CO)O)O)O)O.O=C[C@@H]([C@H]([C@H]([C@@H](CO)O)O)O)O.O=C[C@H]([C@@H]([C@@H]([C@@H](CO)O)O)O)O.O=C[C@@H]([C@@H]([C@H]([C@@H](CO)O)O)O)O.O=C[C@H]([C@H]([C@H]([C@@H](CO)O)O)O)O.O=C[C@H]([C@@H]([C@H]([C@H](CO)O)O)O)O.O=C[C@@H]([C@@H]([C@H]([C@H](CO)O)O)O)O.O=C[C@H]([C@H]([C@H]([C@H](CO)O)O)O)O.O=C[C@H]([C@@H]([C@@H]([C@H](CO)O)O)O)O.O=CC[C@H]([C@@H]([C@@H](CO)O)O)O.O=C[C@@H](C[C@@H]([C@@H](CO)O)O)O.O=C[C@H]([C@@H]([C@@H]([C@H](C)O)O)O)O.O=C[C@@H]([C@H]([C@H]([C@@H](C)O)O)O)O. (6) Given the product [F:86][C:87]([F:92])([F:91])[C:88]([OH:90])=[O:89].[F:86][C:87]([F:92])([F:91])[C:88]([OH:90])=[O:89].[NH2:31][C@@H:23]([CH2:22][C:21](=[O:39])[NH:20][C@@H:19]([CH3:40])[C:18](=[O:41])[O:17][C@@H:16]([CH2:15][O:14][C:13]1[CH:12]=[CH:11][C:10]([C:6]2[C:5]([C:70]#[N:71])=[C:4]([S:72][CH2:73][C:74]3[N:75]=[C:76]([C:79]4[CH:80]=[CH:81][C:82]([Cl:85])=[CH:83][CH:84]=4)[O:77][CH:78]=3)[N:3]=[C:2]([NH2:1])[C:7]=2[C:8]#[N:9])=[CH:69][CH:68]=1)[CH2:42][O:43][C:44](=[O:67])[C@H:45]([CH3:66])[NH:46][C:47](=[O:65])[CH2:48][C@H:49]([NH2:57])[C:50]([OH:52])=[O:51])[C:24]([OH:26])=[O:25], predict the reactants needed to synthesize it. The reactants are: [NH2:1][C:2]1[C:7]([C:8]#[N:9])=[C:6]([C:10]2[CH:69]=[CH:68][C:13]([O:14][CH2:15][C@@H:16]([CH2:42][O:43][C:44](=[O:67])[C@H:45]([CH3:66])[NH:46][C:47](=[O:65])[CH2:48][C@H:49]([NH:57]C(OC(C)(C)C)=O)[C:50]([O:52]C(C)(C)C)=[O:51])[O:17][C:18](=[O:41])[C@H:19]([CH3:40])[NH:20][C:21](=[O:39])[CH2:22][C@H:23]([NH:31]C(OC(C)(C)C)=O)[C:24]([O:26]C(C)(C)C)=[O:25])=[CH:12][CH:11]=2)[C:5]([C:70]#[N:71])=[C:4]([S:72][CH2:73][C:74]2[N:75]=[C:76]([C:79]3[CH:84]=[CH:83][C:82]([Cl:85])=[CH:81][CH:80]=3)[O:77][CH:78]=2)[N:3]=1.[F:86][C:87]([F:92])([F:91])[C:88]([OH:90])=[O:89]. (7) Given the product [Cl:8][C:5]1[CH:6]=[CH:7][C:2]([NH:1][S:29]([C:26]2[CH:27]=[CH:28][C:23]([C:22]3[O:18][CH:19]=[N:20][CH:21]=3)=[CH:24][CH:25]=2)(=[O:30])=[O:31])=[C:3]([C:9]([C:11]2[CH:16]=[CH:15][CH:14]=[C:13]([CH3:17])[N:12]=2)=[O:10])[CH:4]=1, predict the reactants needed to synthesize it. The reactants are: [NH2:1][C:2]1[CH:7]=[CH:6][C:5]([Cl:8])=[CH:4][C:3]=1[C:9]([C:11]1[CH:16]=[CH:15][CH:14]=[C:13]([CH3:17])[N:12]=1)=[O:10].[O:18]1[C:22]([C:23]2[CH:28]=[CH:27][C:26]([S:29](Cl)(=[O:31])=[O:30])=[CH:25][CH:24]=2)=[CH:21][N:20]=[CH:19]1. (8) The reactants are: O1CCCC1.[H-].[Na+].[C:8]1(=[O:27])[N:12]([C:13]2[C:14]3[CH:21]=[CH:20][NH:19][C:15]=3[N:16]=[CH:17][N:18]=2)[C:11](=[O:22])[C:10]2=[CH:23][CH:24]=[CH:25][CH:26]=[C:9]12.OP([O-])(O)=O.[K+].[C:34]1([CH3:61])[CH:39]=[CH:38][C:37]([C:40]([O:42][C@@H:43]2[C@@H:47]([CH2:48][O:49][C:50]([C:52]3[CH:57]=[CH:56][C:55]([CH3:58])=[CH:54][CH:53]=3)=[O:51])[O:46][C@@H:45]3[O:59][C@:44]23[CH3:60])=[O:41])=[CH:36][CH:35]=1. Given the product [C:11]1(=[O:22])[N:12]([C:13]2[C:14]3[CH:21]=[CH:20][N:19]([C@@H:45]4[O:46][C@H:47]([CH2:48][O:49][C:50]([C:52]5[CH:53]=[CH:54][C:55]([CH3:58])=[CH:56][CH:57]=5)=[O:51])[C@@H:43]([O:42][C:40]([C:37]5[CH:38]=[CH:39][C:34]([CH3:61])=[CH:35][CH:36]=5)=[O:41])[C@@:44]4([CH3:60])[OH:59])[C:15]=3[N:16]=[CH:17][N:18]=2)[C:8](=[O:27])[C:9]2=[CH:26][CH:25]=[CH:24][CH:23]=[C:10]12, predict the reactants needed to synthesize it. (9) The reactants are: [C:1]1([C:7]2[O:11][N:10]=[C:9]([CH:12]=[C:13]3[CH2:18][CH2:17][NH:16][CH2:15][CH2:14]3)[N:8]=2)[CH:6]=[CH:5][CH:4]=[CH:3][CH:2]=1.Br[C:20]1[S:21][CH:22]=[CH:23][C:24]=1[C:25]#[N:26].C([O-])([O-])=O.[Cs+].[Cs+].C1C=CC(P(C2C(C3C(P(C4C=CC=CC=4)C4C=CC=CC=4)=CC=C4C=3C=CC=C4)=C3C(C=CC=C3)=CC=2)C2C=CC=CC=2)=CC=1. Given the product [C:25]([C:24]1[CH:23]=[CH:22][S:21][C:20]=1[N:16]1[CH2:17][CH2:18][C:13](=[CH:12][C:9]2[N:8]=[C:7]([C:1]3[CH:2]=[CH:3][CH:4]=[CH:5][CH:6]=3)[O:11][N:10]=2)[CH2:14][CH2:15]1)#[N:26], predict the reactants needed to synthesize it.